From a dataset of Catalyst prediction with 721,799 reactions and 888 catalyst types from USPTO. Predict which catalyst facilitates the given reaction. (1) Reactant: [NH2:1][C:2]1[C:3]([NH:13][CH2:14][CH2:15][CH2:16][CH2:17][OH:18])=[C:4]([CH:9]=[CH:10][C:11]=1[Cl:12])[C:5]([O:7][CH3:8])=[O:6].[Cl:19][C:20]1[C:21]([N:27]=[C:28]=[S:29])=[N:22][CH:23]=[C:24]([Cl:26])[CH:25]=1. Product: [Cl:12][C:11]1[CH:10]=[CH:9][C:4]([C:5]([O:7][CH3:8])=[O:6])=[C:3]([NH:13][CH2:14][CH2:15][CH2:16][CH2:17][OH:18])[C:2]=1[NH:1][C:28](=[S:29])[NH:27][C:21]1[C:20]([Cl:19])=[CH:25][C:24]([Cl:26])=[CH:23][N:22]=1. The catalyst class is: 7. (2) The catalyst class is: 1. Product: [Cl:1][C:2]1[N:3]=[CH:4][N:5]=[C:6]([NH2:15])[C:7]=1[C:8]1[O:9][CH:10]=[C:11]([CH3:13])[N:12]=1. Reactant: [Cl:1][C:2]1[C:7]([C:8]2[O:9][CH:10]=[C:11]([CH3:13])[N:12]=2)=[C:6](Cl)[N:5]=[CH:4][N:3]=1.[NH3:15].CCOC(C)=O. (3) Reactant: [F:1][C:2]1[CH:7]=[C:6]([F:8])[CH:5]=[CH:4][C:3]=1[C:9]1[N:14]=[C:13]([N:15]2[CH2:20][CH2:19][N:18]([C:21]([NH:23][C:24]3[CH:25]=[N:26][CH:27]=[CH:28][CH:29]=3)=[O:22])[CH2:17][CH2:16]2)[CH:12]=[CH:11][N:10]=1.C(OCC)(=O)C.[ClH:36]. Product: [ClH:36].[ClH:36].[F:1][C:2]1[CH:7]=[C:6]([F:8])[CH:5]=[CH:4][C:3]=1[C:9]1[N:14]=[C:13]([N:15]2[CH2:20][CH2:19][N:18]([C:21]([NH:23][C:24]3[CH:25]=[N:26][CH:27]=[CH:28][CH:29]=3)=[O:22])[CH2:17][CH2:16]2)[CH:12]=[CH:11][N:10]=1. The catalyst class is: 13. (4) Reactant: I[C:2]1[CH:7]=[CH:6][N:5]=[C:4]([C:8]([CH3:12])([CH3:11])[C:9]#[N:10])[CH:3]=1.[B:13]1([B:13]2[O:17][C:16]([CH3:19])([CH3:18])[C:15]([CH3:21])([CH3:20])[O:14]2)[O:17][C:16]([CH3:19])([CH3:18])[C:15]([CH3:21])([CH3:20])[O:14]1.C([O-])(=O)C.[K+].ClCCl. Product: [CH3:11][C:8]([C:4]1[CH:3]=[C:2]([B:13]2[O:17][C:16]([CH3:19])([CH3:18])[C:15]([CH3:21])([CH3:20])[O:14]2)[CH:7]=[CH:6][N:5]=1)([CH3:12])[C:9]#[N:10]. The catalyst class is: 12. (5) Reactant: [Cl:1][C:2]1[CH:7]=[CH:6][CH:5]=[CH:4][C:3]=1[O:8][CH2:9][C:10]1[S:14][C:13]([NH:15][C:16]([C:18]2[CH:19]=[C:20]3[C:25](=[CH:26][CH:27]=2)[CH2:24][NH:23][CH2:22][CH2:21]3)=[O:17])=[N:12][N:11]=1.N1C=CC=CC=1.[C:34](Cl)(=[O:41])[C:35]1[CH:40]=[CH:39][CH:38]=[CH:37][CH:36]=1. Product: [Cl:1][C:2]1[CH:7]=[CH:6][CH:5]=[CH:4][C:3]=1[O:8][CH2:9][C:10]1[S:14][C:13]([NH:15][C:16]([C:18]2[CH:19]=[C:20]3[C:25](=[CH:26][CH:27]=2)[CH2:24][N:23]([C:34]([C:35]2[CH:40]=[CH:39][CH:38]=[CH:37][CH:36]=2)=[O:41])[CH2:22][CH2:21]3)=[O:17])=[N:12][N:11]=1. The catalyst class is: 1. (6) Reactant: [OH-].[Na+].C[O:4][C:5]([C:7]1[S:11][C:10]([SH:12])=[N:9][CH:8]=1)=[O:6]. Product: [SH:12][C:10]1[S:11][C:7]([C:5]([OH:6])=[O:4])=[CH:8][N:9]=1. The catalyst class is: 24. (7) Reactant: [C:1]1([CH3:14])[CH:6]=[C:5]([CH3:7])[CH:4]=[C:3]([CH3:8])[C:2]=1[CH2:9][C:10]([O:12][CH3:13])=[O:11].[Li+].CC([N-]C(C)C)C.[C:23](Cl)(=[O:25])[CH3:24]. Product: [C:1]1([CH3:14])[CH:6]=[C:5]([CH3:7])[CH:4]=[C:3]([CH3:8])[C:2]=1[CH:9]([C:23](=[O:25])[CH3:24])[C:10]([O:12][CH3:13])=[O:11]. The catalyst class is: 1. (8) Reactant: ClC1C2C=C(F)N=CC=2N=CN=1.[F:13][C:14]1[N:31]=[CH:30][C:17]2[N:18]=[CH:19][N:20]=[C:21]([NH:22][C@H:23]3C[CH2:27][C@H:26](C)[CH2:25][CH2:24]3)[C:16]=2[CH:15]=1.C[C@H]1CC[C@H](N)CC1.C(N(C(C)C)CC)(C)C.[OH2:49]. Product: [F:13][C:14]1[N:31]=[CH:30][C:17]2[N:18]=[CH:19][N:20]=[C:21]([NH:22][CH2:23][CH:24]3[CH2:25][CH2:26][CH2:27][O:49]3)[C:16]=2[CH:15]=1. The catalyst class is: 4. (9) Reactant: O.NN.[O:4]([N:11]1C(=O)C2[C:13](=CC=CC=2)[C:12]1=O)[C:5]1[CH:10]=[CH:9][CH:8]=[CH:7][CH:6]=1.[N:22]1[C:31]2[C:26](=[CH:27][C:28]([CH2:32][C:33]3[N:37]4[N:38]=[C:39](C(=O)C)[CH:40]=[CH:41][C:36]4=[N:35][N:34]=3)=[CH:29][CH:30]=2)[CH:25]=[CH:24][CH:23]=1.Cl. Product: [C:5]1([O:4]/[N:11]=[C:12](/[C:39]2[CH:40]=[CH:41][C:36]3[N:37]([C:33]([CH2:32][C:28]4[CH:27]=[C:26]5[C:31](=[CH:30][CH:29]=4)[N:22]=[CH:23][CH:24]=[CH:25]5)=[N:34][N:35]=3)[N:38]=2)\[CH3:13])[CH:10]=[CH:9][CH:8]=[CH:7][CH:6]=1. The catalyst class is: 5. (10) Product: [CH:4]1[C:5]2[C:6](=[CH:7][CH:8]=[CH:9][CH:10]=2)[CH:16]=[CH:15][N:3]=1. The catalyst class is: 1. Reactant: C([N:3]([CH2:15][CH3:16])[C:4](=O)[C:5]1[CH:10]=[CH:9][C:8](OC)=[CH:7][C:6]=1C)C.[Li]CCCC.C(#N)C1C=CC=CC=1.